Dataset: Forward reaction prediction with 1.9M reactions from USPTO patents (1976-2016). Task: Predict the product of the given reaction. Given the reactants [Br:1][C:2]1[CH:6]=[CH:5][S:4][C:3]=1/[C:7](/[NH:14][CH:15]([C:17]1[S:18][CH:19]=[CH:20][N:21]=1)[CH3:16])=[C:8](\[C:12]#[N:13])/[C:9]([OH:11])=O.[CH:22]([NH2:25])([CH3:24])[CH3:23].OC1C2N=NNC=2C=CC=1.C(N(C(C)C)CC)(C)C.C1(N=C=NC2CCCCC2)CCCCC1, predict the reaction product. The product is: [Br:1][C:2]1[CH:6]=[CH:5][S:4][C:3]=1[C:7]([NH:14][CH:15]([C:17]1[S:18][CH:19]=[CH:20][N:21]=1)[CH3:16])=[C:8]([C:12]#[N:13])[C:9]([NH:25][CH:22]([CH3:24])[CH3:23])=[O:11].